From a dataset of Reaction yield outcomes from USPTO patents with 853,638 reactions. Predict the reaction yield, written as a fraction of the theoretical maximum amount of product (1.0 means a 100% yield; for example, 0.34 means a 34% yield). (1) The product is [CH2:1]([C:3]1[NH:4][C:5]2[C:10]([C:11]=1[C:12]([O:14][CH3:15])=[O:13])=[CH:9][CH:8]=[CH:7][CH:6]=2)[CH3:2]. The catalyst is [Pd].CO. The reactants are [CH:1]([C:3]1[NH:4][C:5]2[C:10]([C:11]=1[C:12]([O:14][CH3:15])=[O:13])=[CH:9][CH:8]=[CH:7][CH:6]=2)=[CH2:2]. The yield is 0.990. (2) The reactants are Br[C:2]1[CH:10]=[C:9]2[C:5]([CH2:6][N:7]3[C:13]([C:14]4[C:15]([C:20]5[CH:25]=[CH:24][CH:23]=[CH:22][CH:21]=5)=[N:16][O:17][C:18]=4[CH3:19])=[N:12][N:11]=[C:8]32)=[CH:4][CH:3]=1.[CH3:26][N:27](C=O)C. The catalyst is [C-]#N.[Zn+2].[C-]#N. The product is [CH3:19][C:18]1[O:17][N:16]=[C:15]([C:20]2[CH:25]=[CH:24][CH:23]=[CH:22][CH:21]=2)[C:14]=1[C:13]1[N:7]2[CH2:6][C:5]3[C:9]([C:8]2=[N:11][N:12]=1)=[CH:10][C:2]([C:26]#[N:27])=[CH:3][CH:4]=3. The yield is 0.0600.